Dataset: Forward reaction prediction with 1.9M reactions from USPTO patents (1976-2016). Task: Predict the product of the given reaction. (1) Given the reactants C[O:2][C:3]([C:5]1[CH:6]=[N:7][CH:8]=[C:9]([C:11]([O:13]C)=[O:12])[CH:10]=1)=[O:4].[C:15]([OH:18])(=[O:17])C, predict the reaction product. The product is: [C:5]([O:18][C:15]([N:7]1[CH2:6][C@@H:5]([C:3]([OH:2])=[O:4])[CH2:10][C@@H:9]([C:11]([OH:13])=[O:12])[CH2:8]1)=[O:17])([CH3:6])([CH3:10])[CH3:3]. (2) Given the reactants Br[C:2]1[N:7]=[C:6]2[S:8][C:9]([CH2:11][O:12][C:13]3[C:14]([F:23])=[C:15]([C:19]([F:22])=[CH:20][CH:21]=3)[C:16]([NH2:18])=[O:17])=[N:10][C:5]2=[CH:4][CH:3]=1.[CH3:24][N:25]1[CH:29]=[CH:28][N:27]=[C:26]1[Sn](CCCC)(CCCC)CCCC.O, predict the reaction product. The product is: [F:23][C:14]1[C:13]([O:12][CH2:11][C:9]2[S:8][C:6]3[C:5]([N:10]=2)=[CH:4][CH:3]=[C:2]([C:26]2[N:25]([CH3:24])[CH:29]=[CH:28][N:27]=2)[N:7]=3)=[CH:21][CH:20]=[C:19]([F:22])[C:15]=1[C:16]([NH2:18])=[O:17]. (3) Given the reactants [CH2:1]([C:3]1[NH:7][C:6]([C:8]2[CH:13]=[CH:12][C:11]([F:14])=[CH:10][CH:9]=2)=[N:5][C:4]=1[C:15]([O:17]CC)=[O:16])[CH3:2].[OH-].[Na+].C(O)C, predict the reaction product. The product is: [CH2:1]([C:3]1[NH:7][C:6]([C:8]2[CH:13]=[CH:12][C:11]([F:14])=[CH:10][CH:9]=2)=[N:5][C:4]=1[C:15]([OH:17])=[O:16])[CH3:2]. (4) Given the reactants C[O:2][C:3](=[O:26])[CH2:4][CH:5]1[CH2:14][CH2:13][C:12]2[C:7](=[CH:8][CH:9]=[C:10]([O:15][CH2:16][CH2:17][CH2:18][NH:19][C:20]3[N:25]=[CH:24][CH:23]=[CH:22][N:21]=3)[CH:11]=2)[CH2:6]1.Cl, predict the reaction product. The product is: [NH:25]1[CH2:24][CH2:23][CH2:22][N:21]=[C:20]1[NH:19][CH2:18][CH2:17][CH2:16][O:15][C:10]1[CH:11]=[C:12]2[C:7](=[CH:8][CH:9]=1)[CH2:6][CH:5]([CH2:4][C:3]([OH:26])=[O:2])[CH2:14][CH2:13]2. (5) Given the reactants [OH:1][CH:2]1[C:7]([O:10][CH3:11])([O:8][CH3:9])[CH2:6][CH2:5][N:4]([C:12]([O:14][C:15]([CH3:18])([CH3:17])[CH3:16])=[O:13])[CH2:3]1.[H-].[Na+].I[CH2:22][CH3:23], predict the reaction product. The product is: [CH2:22]([O:1][CH:2]1[C:7]([O:8][CH3:9])([O:10][CH3:11])[CH2:6][CH2:5][N:4]([C:12]([O:14][C:15]([CH3:18])([CH3:17])[CH3:16])=[O:13])[CH2:3]1)[CH3:23]. (6) Given the reactants [CH:1]1([CH2:6][CH:7]([C:11]2[CH:16]=[CH:15][C:14]([Cl:17])=[C:13]([Cl:18])[CH:12]=2)[C:8]([OH:10])=O)[CH2:5][CH2:4][CH2:3][CH2:2]1.C(Cl)(=O)C(Cl)=O.[NH2:25][C:26]1[CH:30]=[C:29]([CH3:31])[O:28][N:27]=1.C(N(CC)CC)C, predict the reaction product. The product is: [CH:1]1([CH2:6][CH:7]([C:11]2[CH:16]=[CH:15][C:14]([Cl:17])=[C:13]([Cl:18])[CH:12]=2)[C:8]([NH:25][C:26]2[CH:30]=[C:29]([CH3:31])[O:28][N:27]=2)=[O:10])[CH2:2][CH2:3][CH2:4][CH2:5]1.